From a dataset of Full USPTO retrosynthesis dataset with 1.9M reactions from patents (1976-2016). Predict the reactants needed to synthesize the given product. (1) The reactants are: [F:1][C:2]1[CH:3]=[C:4]([CH:9]=[CH:10][C:11]=1[C:12]1[C:13]([CH3:42])([CH3:41])[C@H:14]2[C@:27]([CH3:30])([CH2:28][CH:29]=1)[C@@H:26]1[C@:17]([CH3:40])([C@@:18]3([CH3:39])[C@H:23]([CH2:24][CH2:25]1)[C@H:22]1[C@H:31]([C:34]([CH3:36])=[CH2:35])[CH2:32][CH2:33][C@:21]1([CH:37]=O)[CH2:20][CH2:19]3)[CH2:16][CH2:15]2)[C:5]([O:7]C)=[O:6].[NH2:43][CH2:44][CH2:45][CH2:46][N:47]1[CH2:51][CH2:50][CH2:49][C:48]1=[O:52]. Given the product [F:1][C:2]1[CH:3]=[C:4]([CH:9]=[CH:10][C:11]=1[C:12]1[C:13]([CH3:42])([CH3:41])[C@H:14]2[C@:27]([CH3:30])([CH2:28][CH:29]=1)[C@@H:26]1[C@:17]([CH3:40])([C@@:18]3([CH3:39])[C@H:23]([CH2:24][CH2:25]1)[C@H:22]1[C@H:31]([C:34]([CH3:36])=[CH2:35])[CH2:32][CH2:33][C@:21]1([CH2:37][NH:43][CH2:44][CH2:45][CH2:46][N:47]1[CH2:51][CH2:50][CH2:49][C:48]1=[O:52])[CH2:20][CH2:19]3)[CH2:16][CH2:15]2)[C:5]([OH:7])=[O:6], predict the reactants needed to synthesize it. (2) Given the product [C:2](=[O:3])([O:7][CH:8]1[CH:22]([N:23]2[CH2:28][CH2:27][CH:26]([CH3:29])[CH2:25][CH2:24]2)[C:21]2=[CH:30][CH:18]([O:19][C:20]2=[O:31])[CH:17]2[CH:13]([O:14][C:15](=[O:33])[CH:16]2[CH3:32])[CH2:12][C:11]2([CH3:34])[CH:9]1[O:10]2)[O:4][CH2:5][CH3:6], predict the reactants needed to synthesize it. The reactants are: Cl[C:2]([O:4][CH2:5][CH3:6])=[O:3].[OH:7][CH:8]1[CH:22]([N:23]2[CH2:28][CH2:27][CH:26]([CH3:29])[CH2:25][CH2:24]2)[C:21]2=[CH:30][CH:18]([O:19][C:20]2=[O:31])[CH:17]2[CH:13]([O:14][C:15](=[O:33])[CH:16]2[CH3:32])[CH2:12][C:11]2([CH3:34])[CH:9]1[O:10]2.C(OC1C(N2CCC(C)CC2)C2=CC(OC2=O)C2C(OC(=O)C2C)CC2(C)C1O2)(=O)C. (3) Given the product [CH2:1]([C:7]1[CH:8]=[C:9]2[C:13](=[CH:14][C:15]=1[OH:16])[C:12](=[O:18])[C:11]([CH3:19])([CH3:20])[CH2:10]2)[CH2:2][CH2:3][CH2:4][CH2:5][CH3:6], predict the reactants needed to synthesize it. The reactants are: [CH2:1]([C:7]1[CH:8]=[C:9]2[C:13](=[CH:14][C:15]=1[O:16]C)[C:12](=[O:18])[C:11]([CH3:20])([CH3:19])[CH2:10]2)[CH2:2][CH2:3][CH2:4][CH2:5][CH3:6].[Cl-].[Al+3].[Cl-].[Cl-].C1(C)C=CC=CC=1. (4) The reactants are: [N+:1]([C:4]1[CH:5]=[C:6]([CH:20]=[C:21]([O:23][CH2:24][CH2:25][C:26]2[S:30][CH:29]=[N:28][C:27]=2[CH3:31])[CH:22]=1)[C:7]([NH:9][C:10]1[CH:15]=[CH:14][C:13]([C:16]([O:18]C)=[O:17])=[CH:12][N:11]=1)=[O:8])([O-])=O.C(O)C.[H][H]. Given the product [NH2:1][C:4]1[CH:5]=[C:6]([CH:20]=[C:21]([O:23][CH2:24][CH2:25][C:26]2[S:30][CH:29]=[N:28][C:27]=2[CH3:31])[CH:22]=1)[C:7]([NH:9][C:10]1[CH:15]=[CH:14][C:13]([C:16]([OH:18])=[O:17])=[CH:12][N:11]=1)=[O:8], predict the reactants needed to synthesize it. (5) Given the product [Br:10][C:11]1[CH:12]=[CH:13][C:14]([O:19][CH2:20][CH2:21][CH2:22][CH3:23])=[C:15]([F:18])[C:16]=1[O:17][CH2:24][O:25][CH2:26][CH2:27][O:28][CH3:29], predict the reactants needed to synthesize it. The reactants are: C(N(C(C)C)C(C)C)C.[Br:10][C:11]1[C:16]([OH:17])=[C:15]([F:18])[C:14]([O:19][CH2:20][CH2:21][CH2:22][CH3:23])=[CH:13][CH:12]=1.[CH3:24][O:25][CH2:26][CH2:27][O:28][CH2:29]Cl.O. (6) The reactants are: [Br:1][C:2]1[CH:3]=[N:4][CH:5]=[C:6]([N+:9]([O-])=O)[C:7]=1[CH3:8].O. Given the product [Br:1][C:2]1[C:7]([CH3:8])=[C:6]([NH2:9])[CH:5]=[N:4][CH:3]=1, predict the reactants needed to synthesize it. (7) Given the product [CH3:1][O:2][C:3](=[O:15])[CH2:4][CH2:5][S:6](=[O:14])(=[O:13])[N:7]([CH3:16])[CH2:8][CH2:9][CH2:10][CH:11]=[CH2:12], predict the reactants needed to synthesize it. The reactants are: [CH3:1][O:2][C:3](=[O:15])[CH2:4][CH2:5][S:6](=[O:14])(=[O:13])[NH:7][CH2:8][CH2:9][CH2:10][CH:11]=[CH2:12].[C:16]([O-])([O-])=O.[K+].[K+].CI. (8) Given the product [Cl:1][C:2]1[CH:3]=[CH:4][C:5]([NH:8][C:9]([CH:11]2[CH2:15][CH2:14][NH:13][CH2:12]2)=[O:10])=[CH:6][CH:7]=1, predict the reactants needed to synthesize it. The reactants are: [Cl:1][C:2]1[CH:7]=[CH:6][C:5]([NH:8][C:9]([CH:11]2[CH2:15][CH2:14][N:13](C(OC(C)(C)C)=O)[CH2:12]2)=[O:10])=[CH:4][CH:3]=1.FC(F)(F)C(O)=O. (9) Given the product [C:29]1([C:35]#[C:36][P:37](=[O:41])([O:42][C:8]([CH2:9][CH2:10][CH2:11][C:12]2[CH:13]=[CH:14][CH:15]=[CH:16][CH:17]=2)=[CH2:7])[O:38][CH2:39][CH3:40])[CH:30]=[CH:31][CH:32]=[CH:33][CH:34]=1, predict the reactants needed to synthesize it. The reactants are: CC(P(C(C)(C)C)C1[C:11]([C:12]2[CH:17]=[CH:16][CH:15]=[CH:14][CH:13]=2)=[CH:10][CH:9]=[CH:8][CH:7]=1)(C)C.C(N(CC)CC)C.[C:29]1([C:35]#[C:36][P:37](=[O:42])([OH:41])[O:38][CH2:39][CH3:40])[CH:34]=[CH:33][CH:32]=[CH:31][CH:30]=1.C(C1C=CC=CC=1)CCC#C. (10) Given the product [O:9]1[C:5]2[CH:4]=[CH:3][C:2]([C:16]3([OH:19])[CH2:17][CH2:18][O:13][CH2:14][CH2:15]3)=[CH:10][C:6]=2[CH:7]=[CH:8]1, predict the reactants needed to synthesize it. The reactants are: Br[C:2]1[CH:3]=[CH:4][C:5]2[O:9][CH:8]=[CH:7][C:6]=2[CH:10]=1.II.[O:13]1[CH:18]=[CH:17][C:16](=[O:19])[CH:15]=[CH:14]1.